Task: Predict the reaction yield, written as a fraction of the theoretical maximum amount of product (1.0 means a 100% yield; for example, 0.34 means a 34% yield).. Dataset: Reaction yield outcomes from USPTO patents with 853,638 reactions (1) The reactants are [CH3:1][C:2]1[NH:10][C:9]2[CH:8]=[CH:7][N:6]=[C:5]([NH:11][CH2:12][C:13]3[CH:18]=[CH:17][C:16]([F:19])=[CH:15][CH:14]=3)[C:4]=2[C:3]=1[CH3:20].[ClH:21]. The catalyst is C(OCC)(=O)C. The product is [ClH:21].[CH3:1][C:2]1[NH:10][C:9]2[CH:8]=[CH:7][N:6]=[C:5]([NH:11][CH2:12][C:13]3[CH:18]=[CH:17][C:16]([F:19])=[CH:15][CH:14]=3)[C:4]=2[C:3]=1[CH3:20]. The yield is 0.825. (2) The reactants are [CH3:1][O:2][C:3](=[O:20])[C@H:4]([N:8]1[C:17](=[O:18])[C:16]2[C:11](=[CH:12][CH:13]=[CH:14][CH:15]=2)[NH:10][C:9]1=[O:19])[CH2:5][CH2:6][CH3:7].C[C:22]1[C:23]([CH3:38])=[C:24](C)[C:25]([CH3:36])=[C:26]2[C:30]=1[N:29]([CH3:31])[C:28](C)=[C:27]2[CH2:33]NI.C([O-])([O-])=O.[K+].[K+]. The catalyst is CN(C=O)C. The product is [CH3:1][O:2][C:3](=[O:20])[C@H:4]([N:8]1[C:17](=[O:18])[C:16]2[C:11](=[CH:12][CH:13]=[CH:14][CH:15]=2)[N:10]([CH2:33][C:27]2[C:26]3[C:30](=[CH:22][C:23]([CH3:38])=[CH:24][C:25]=3[CH3:36])[N:29]([CH3:31])[CH:28]=2)[C:9]1=[O:19])[CH2:5][CH2:6][CH3:7]. The yield is 0.800. (3) The reactants are Br[CH2:2][CH2:3][C:4]([O:6][CH3:7])=[O:5].[NH:8]1[CH2:13][CH2:12][CH:11]([O:14][C:15](=[O:29])[NH:16][C:17]2[CH:22]=[CH:21][CH:20]=[CH:19][C:18]=2[C:23]2[CH:28]=[CH:27][CH:26]=[CH:25][CH:24]=2)[CH2:10][CH2:9]1.CCN(C(C)C)C(C)C. The catalyst is C(#N)C. The product is [CH3:7][O:6][C:4](=[O:5])[CH2:3][CH2:2][N:8]1[CH2:9][CH2:10][CH:11]([O:14][C:15](=[O:29])[NH:16][C:17]2[CH:22]=[CH:21][CH:20]=[CH:19][C:18]=2[C:23]2[CH:28]=[CH:27][CH:26]=[CH:25][CH:24]=2)[CH2:12][CH2:13]1. The yield is 0.700. (4) The reactants are [N:1]([O-])=O.[Na+].[F:5][C:6]1[CH:12]=[CH:11][CH:10]=[CH:9][C:7]=1[NH2:8].Cl.[CH3:14][O:15][CH2:16][C:17](=[O:23])[CH2:18][C:19]([O:21][CH3:22])=[O:20].CC([O-])=O.[Na+]. The catalyst is O.CO. The product is [F:5][C:6]1[CH:12]=[CH:11][CH:10]=[CH:9][C:7]=1[NH:8][N:1]=[C:18]([C:17](=[O:23])[CH2:16][O:15][CH3:14])[C:19]([O:21][CH3:22])=[O:20]. The yield is 0.940. (5) The reactants are Br[C:2]1[CH:10]=[C:9]2[C:5]([C:6]([C:22]#[N:23])=[C:7]([C:13]3[CH:18]=[CH:17][C:16]([O:19][CH2:20][CH3:21])=[CH:15][CH:14]=3)[N:8]2[CH2:11][CH3:12])=[CH:4][CH:3]=1.BrC1C=C2C(C=CN2)=CC=1.[C:34]([N:41]1[CH2:46][CH2:45][NH:44][CH2:43][CH2:42]1)([O:36][C:37]([CH3:40])([CH3:39])[CH3:38])=[O:35].C1(C)C=CC=CC=1. The catalyst is C1C=CC(/C=C/C(/C=C/C2C=CC=CC=2)=O)=CC=1.C1C=CC(/C=C/C(/C=C/C2C=CC=CC=2)=O)=CC=1.C1C=CC(/C=C/C(/C=C/C2C=CC=CC=2)=O)=CC=1.[Pd].[Pd].C1C=CC(P(C2C(C3C(P(C4C=CC=CC=4)C4C=CC=CC=4)=CC=C4C=3C=CC=C4)=C3C(C=CC=C3)=CC=2)C2C=CC=CC=2)=CC=1.ClCCl. The yield is 0.860. The product is [C:37]([O:36][C:34]([N:41]1[CH2:46][CH2:45][N:44]([C:2]2[CH:10]=[C:9]3[C:5]([C:6]([C:22]#[N:23])=[C:7]([C:13]4[CH:18]=[CH:17][C:16]([O:19][CH2:20][CH3:21])=[CH:15][CH:14]=4)[N:8]3[CH2:11][CH3:12])=[CH:4][CH:3]=2)[CH2:43][CH2:42]1)=[O:35])([CH3:40])([CH3:38])[CH3:39].